Dataset: Peptide-MHC class II binding affinity with 134,281 pairs from IEDB. Task: Regression. Given a peptide amino acid sequence and an MHC pseudo amino acid sequence, predict their binding affinity value. This is MHC class II binding data. (1) The peptide sequence is AEAVKKFGYELEALA. The MHC is HLA-DPA10201-DPB10101 with pseudo-sequence HLA-DPA10201-DPB10101. The binding affinity (normalized) is 0.631. (2) The peptide sequence is LLVLAGWLFHVRGAR. The MHC is DRB1_0404 with pseudo-sequence DRB1_0404. The binding affinity (normalized) is 0.394. (3) The peptide sequence is GELQIVDKIDRAFKI. The MHC is DRB1_0701 with pseudo-sequence DRB1_0701. The binding affinity (normalized) is 0.644. (4) The peptide sequence is KTLEAAFTVSSKRNL. The MHC is HLA-DPA10103-DPB10401 with pseudo-sequence HLA-DPA10103-DPB10401. The binding affinity (normalized) is 0.414. (5) The peptide sequence is EIVQFLEETFAAYDQ. The MHC is HLA-DQA10301-DQB10302 with pseudo-sequence HLA-DQA10301-DQB10302. The binding affinity (normalized) is 0.0735.